This data is from Forward reaction prediction with 1.9M reactions from USPTO patents (1976-2016). The task is: Predict the product of the given reaction. (1) Given the reactants [Cl:1][C:2]1[CH:3]=[C:4]([NH2:20])[CH:5]=[C:6]([Cl:19])[C:7]=1[CH2:8][C:9]1[CH:18]=[CH:17][C:16]2[C:11](=[CH:12][CH:13]=[CH:14][CH:15]=2)[N:10]=1.[Cl:21][C:22]1[CH:27]=[C:26]([C:28]([F:31])([F:30])[F:29])[CH:25]=[CH:24][C:23]=1[S:32](Cl)(=[O:34])=[O:33], predict the reaction product. The product is: [Cl:21][C:22]1[CH:27]=[C:26]([C:28]([F:30])([F:29])[F:31])[CH:25]=[CH:24][C:23]=1[S:32]([NH:20][C:4]1[CH:5]=[C:6]([Cl:19])[C:7]([CH2:8][C:9]2[CH:18]=[CH:17][C:16]3[C:11](=[CH:12][CH:13]=[CH:14][CH:15]=3)[N:10]=2)=[C:2]([Cl:1])[CH:3]=1)(=[O:34])=[O:33]. (2) Given the reactants [CH3:1][O:2][C:3]1[CH:8]=[CH:7][N:6]2[CH:9]=[CH:10][N:11]=[C:5]2[CH:4]=1.O=P(Cl)(Cl)Cl.CN(C)[CH:19]=[O:20], predict the reaction product. The product is: [CH3:1][O:2][C:3]1[CH:8]=[CH:7][N:6]2[C:9]([CH:19]=[O:20])=[CH:10][N:11]=[C:5]2[CH:4]=1. (3) Given the reactants Cl[C:2]1[C:7]([CH:8]=O)=[C:6]([Cl:10])[N:5]=[C:4]([S:11][CH3:12])[N:3]=1.C(N(CC)CC)C.[NH:20]([CH2:22][CH2:23][OH:24])[NH2:21], predict the reaction product. The product is: [Cl:10][C:6]1[N:5]=[C:4]([S:11][CH3:12])[N:3]=[C:2]2[N:20]([CH2:22][CH2:23][OH:24])[N:21]=[CH:8][C:7]=12. (4) Given the reactants C([O-])([O-])=O.[K+].[K+].[C:7]([CH2:9][C:10]([O:12][CH2:13][CH3:14])=[O:11])#[N:8].Br[CH2:16][C:17]1[CH:22]=[CH:21][C:20]([O:23][CH3:24])=[C:19]([O:25][CH3:26])[CH:18]=1, predict the reaction product. The product is: [C:7]([CH:9]([CH2:16][C:17]1[CH:22]=[CH:21][C:20]([O:23][CH3:24])=[C:19]([O:25][CH3:26])[CH:18]=1)[C:10]([O:12][CH2:13][CH3:14])=[O:11])#[N:8]. (5) Given the reactants [NH2:1][CH2:2][C@H:3]([OH:20])[CH2:4][N:5]1[C:11]2[CH:12]=[CH:13][CH:14]=[CH:15][C:10]=2[CH2:9][CH2:8][C:7]2[CH:16]=[CH:17][CH:18]=[CH:19][C:6]1=2.C(N(CC)CC)C.[F:28][C:29]([F:42])([F:41])[O:30][C:31]1[CH:36]=[CH:35][C:34]([S:37](Cl)(=[O:39])=[O:38])=[CH:33][CH:32]=1.[Na+].[Cl-], predict the reaction product. The product is: [CH:15]1[C:10]2[CH2:9][CH2:8][C:7]3[CH:16]=[CH:17][CH:18]=[CH:19][C:6]=3[N:5]([CH2:4][C@@H:3]([OH:20])[CH2:2][NH:1][S:37]([C:34]3[CH:33]=[CH:32][C:31]([O:30][C:29]([F:28])([F:41])[F:42])=[CH:36][CH:35]=3)(=[O:39])=[O:38])[C:11]=2[CH:12]=[CH:13][CH:14]=1. (6) Given the reactants [Cl:1][C:2]1[CH:3]=[CH:4][C:5]([C:8]([C:16]2[CH:21]=[C:20]([C:22]([F:25])([F:24])[F:23])[CH:19]=[C:18]([F:26])[CH:17]=2)=[N:9][C:10]2[N:14]([CH3:15])[N:13]=[N:12][N:11]=2)=[N:6][CH:7]=1.[CH2:27]([Mg]Cl)[C:28]1[CH:33]=[CH:32][CH:31]=[CH:30][CH:29]=1, predict the reaction product. The product is: [Cl:1][C:2]1[CH:3]=[CH:4][C:5]([C:8]([NH:9][C:10]2[N:14]([CH3:15])[N:13]=[N:12][N:11]=2)([C:16]2[CH:21]=[C:20]([C:22]([F:23])([F:25])[F:24])[CH:19]=[C:18]([F:26])[CH:17]=2)[CH2:27][C:28]2[CH:33]=[CH:32][CH:31]=[CH:30][CH:29]=2)=[N:6][CH:7]=1. (7) Given the reactants [C:1]1(=[O:11])[NH:5][C:4](=[O:6])[C:3]2=[CH:7][CH:8]=[CH:9][CH:10]=[C:2]12.[C:25]1(P([C:25]2[CH:30]=[CH:29][CH:28]=[CH:27][CH:26]=2)[C:25]2[CH:30]=[CH:29][CH:28]=[CH:27][CH:26]=2)[CH:30]=[CH:29][CH:28]=[CH:27][CH:26]=1.CC(OC(/N=N/C(O[CH:42]([CH3:44])[CH3:43])=O)=O)C.[CH2:45]1[CH2:49]O[CH2:47][CH2:46]1, predict the reaction product. The product is: [CH2:47]([N:5]([C@@H:4]([C:25]1[CH:26]=[CH:27][CH:28]=[CH:29][CH:30]=1)[CH3:3])[C@@H:43]1[C@H:42]([N:5]2[C:1](=[O:11])[C:2]3[C:3](=[CH:7][CH:8]=[CH:9][CH:10]=3)[C:4]2=[O:6])[CH2:44][CH:7]=[CH:8][CH2:9]1)[C:46]1[CH:10]=[CH:2][CH:1]=[CH:49][CH:45]=1. (8) Given the reactants C(O)(C(F)(F)F)=O.[CH:8]1([C:13]([NH:15][C:16]2[CH:24]=[CH:23][C:22]3[N:21]([S:25]([CH3:28])(=[O:27])=[O:26])[CH:20]4[CH2:29][CH2:30][N:31](C(OC(C)(C)C)=O)[CH2:32][CH:19]4[C:18]=3[CH:17]=2)=[O:14])[CH2:12][CH2:11][CH2:10][CH2:9]1, predict the reaction product. The product is: [CH3:28][S:25]([N:21]1[C:22]2[CH:23]=[CH:24][C:16]([NH:15][C:13]([CH:8]3[CH2:12][CH2:11][CH2:10][CH2:9]3)=[O:14])=[CH:17][C:18]=2[CH:19]2[CH2:32][NH:31][CH2:30][CH2:29][CH:20]12)(=[O:26])=[O:27]. (9) Given the reactants Cl[CH2:2][C:3]([N:5]([O:7][CH3:8])[CH3:6])=[O:4].S[C:10]1[CH:11]=[C:12](O)C=[CH:14][CH:15]=1.C([O-])([O-])=O.[K+].[K+].OO.C(O[K])(C)(C)C.ICCCC=C, predict the reaction product. The product is: [CH3:8][O:7][N:5]([CH3:6])[C:3](=[O:4])[CH:2]=[CH:12][CH2:11][CH2:10][CH:15]=[CH2:14].